Regression/Classification. Given a drug SMILES string, predict its toxicity properties. Task type varies by dataset: regression for continuous values (e.g., LD50, hERG inhibition percentage) or binary classification for toxic/non-toxic outcomes (e.g., AMES mutagenicity, cardiotoxicity, hepatotoxicity). Dataset: ld50_zhu. From a dataset of Acute oral toxicity (LD50) regression data from Zhu et al.. (1) The molecule is CCCCCCC(=O)NO. The rat oral LD50 is 1.66, given as -log10 of the dose in mol/kg body weight (higher means more acutely toxic). (2) The drug is COC(=O)c1ccccc1. The rat oral LD50 is 2.06, given as -log10 of the dose in mol/kg body weight (higher means more acutely toxic).